This data is from Forward reaction prediction with 1.9M reactions from USPTO patents (1976-2016). The task is: Predict the product of the given reaction. (1) Given the reactants O[CH:2]([CH2:7][CH2:8][O:9][C:10]1[CH:15]=[CH:14][CH:13]=[CH:12][CH:11]=1)[CH2:3][C:4](O)=O.O[CH:17]([CH2:22][CH2:23][CH2:24]COC1C=CC=CC=1)[CH2:18][C:19]([OH:21])=[O:20].OC(CCCCCCOC1C=CC=CC=1)CC(O)=O, predict the reaction product. The product is: [O:9]([CH2:8][CH2:7][CH2:2][CH2:3][CH2:4][CH2:24][CH2:23][CH2:22][CH2:17][CH2:18][C:19]([OH:21])=[O:20])[C:10]1[CH:15]=[CH:14][CH:13]=[CH:12][CH:11]=1. (2) The product is: [C:1]([C:3]1([NH:6][C:7]([C@@H:9]2[CH2:13][C@@H:12]([S:14]([C:17]3[CH:22]=[CH:21][C:20]([F:23])=[CH:19][C:18]=3[Cl:24])(=[O:16])=[O:15])[CH2:11][C@H:10]2[CH2:25][F:27])=[O:8])[CH2:5][CH2:4]1)#[N:2]. Given the reactants [C:1]([C:3]1([NH:6][C:7]([C@@H:9]2[CH2:13][C@@H:12]([S:14]([C:17]3[CH:22]=[CH:21][C:20]([F:23])=[CH:19][C:18]=3[Cl:24])(=[O:16])=[O:15])[CH2:11][C@H:10]2[CH2:25]O)=[O:8])[CH2:5][CH2:4]1)#[N:2].[F:27]C(F)(S(F)(=O)=O)C(F)(F)C(F)(F)C(F)(F)F.C(N(CC)CC)C, predict the reaction product. (3) Given the reactants [Br:1][C:2]1[CH:3]=[C:4]([S:8]([N:11]2[CH:15]=[CH:14][C:13](/[CH:16]=[CH:17]/[C:18]([OH:20])=O)=[CH:12]2)(=[O:10])=[O:9])[CH:5]=[CH:6][CH:7]=1.CN(C=O)C.C1C=CC2N(O)N=NC=2C=1.[O:36]1[CH2:41][CH2:40][CH2:39][CH2:38][CH:37]1[O:42][NH2:43], predict the reaction product. The product is: [Br:1][C:2]1[CH:3]=[C:4]([S:8]([N:11]2[CH:15]=[CH:14][C:13](/[CH:16]=[CH:17]/[C:18]([NH:43][O:42][CH:37]3[CH2:38][CH2:39][CH2:40][CH2:41][O:36]3)=[O:20])=[CH:12]2)(=[O:9])=[O:10])[CH:5]=[CH:6][CH:7]=1. (4) Given the reactants [OH:1][C:2]1[CH:7]=[CH:6][C:5]([N+:8]([O-:10])=[O:9])=[CH:4][C:3]=1[NH:11][C:12](=[O:14])[CH3:13].[H-].[Na+].C([O-])([O-])=O.[K+].[K+].Cl.Cl[CH2:25][CH2:26][N:27]1[CH2:31][CH2:30][CH2:29][CH2:28]1, predict the reaction product. The product is: [N+:8]([C:5]1[CH:6]=[CH:7][C:2]([O:1][CH2:25][CH2:26][N:27]2[CH2:31][CH2:30][CH2:29][CH2:28]2)=[C:3]([NH:11][C:12](=[O:14])[CH3:13])[CH:4]=1)([O-:10])=[O:9]. (5) Given the reactants [H-].[Na+].[Cl:3][C:4]1[S:5][C:6]2[C:7](=[O:16])[NH:8][CH2:9][C:10]([CH3:15])([CH3:14])[CH2:11][C:12]=2[N:13]=1.[CH3:17]I.O, predict the reaction product. The product is: [Cl:3][C:4]1[S:5][C:6]2[C:7](=[O:16])[N:8]([CH3:17])[CH2:9][C:10]([CH3:14])([CH3:15])[CH2:11][C:12]=2[N:13]=1. (6) Given the reactants [Cl:1][C:2]1[CH:7]=[CH:6][C:5]([C@H:8]2[O:13][CH2:12][CH2:11][NH:10][CH2:9]2)=[CH:4][C:3]=1[F:14].[F:15][C:16]([F:21])([F:20])[C@@H:17]1[CH2:19][O:18]1, predict the reaction product. The product is: [Cl:1][C:2]1[CH:7]=[CH:6][C:5]([C@@H:8]2[CH2:9][N:10]([CH2:19][C@H:17]([OH:18])[C:16]([F:21])([F:20])[F:15])[CH2:11][CH2:12][O:13]2)=[CH:4][C:3]=1[F:14]. (7) Given the reactants [NH2:1][C:2]([CH3:7])([CH3:6])[C:3]([OH:5])=[O:4].[OH-].[Na+].[C:10](O[C:10]([O:12][C:13]([CH3:16])([CH3:15])[CH3:14])=[O:11])([O:12][C:13]([CH3:16])([CH3:15])[CH3:14])=[O:11], predict the reaction product. The product is: [C:13]([O:12][C:10]([NH:1][C:2]([CH3:7])([CH3:6])[C:3]([OH:5])=[O:4])=[O:11])([CH3:16])([CH3:15])[CH3:14]. (8) Given the reactants [Br:1][C:2]1[CH:3]=[CH:4][C:5]([N+:15]([O-])=O)=[C:6]([N:8]([CH3:14])[C:9](=O)[CH2:10][O:11][CH3:12])[CH:7]=1.[Cl-].[Cl-].[Ca+2].C([O-])(O)=O.[Na+], predict the reaction product. The product is: [Br:1][C:2]1[CH:3]=[CH:4][C:5]2[N:15]=[C:9]([CH2:10][O:11][CH3:12])[N:8]([CH3:14])[C:6]=2[CH:7]=1. (9) Given the reactants [Cl:1][C:2]1[C:7](=[O:8])[N:6]([C:9]2[CH:10]=[C:11]([CH:19]=[CH:20][C:21]=2[CH3:22])[C:12]([NH:14][CH2:15][C:16]([NH2:18])=[O:17])=[O:13])[CH:5]=[N:4][C:3]=1[O:23][CH2:24][C:25]1[CH:30]=[CH:29][C:28]([F:31])=[CH:27][C:26]=1[F:32].Cl.NC[C:36](N)=[O:37], predict the reaction product. The product is: [NH2:18][C:16]([C@H:15]([NH:14][C:12](=[O:13])[C:11]1[CH:19]=[CH:20][C:21]([CH3:22])=[C:9]([N:6]2[C:7](=[O:8])[C:2]([Cl:1])=[C:3]([O:23][CH2:24][C:25]3[CH:30]=[CH:29][C:28]([F:31])=[CH:27][C:26]=3[F:32])[N:4]=[CH:5]2)[CH:10]=1)[CH2:36][OH:37])=[O:17].